Dataset: Peptide-MHC class II binding affinity with 134,281 pairs from IEDB. Task: Regression. Given a peptide amino acid sequence and an MHC pseudo amino acid sequence, predict their binding affinity value. This is MHC class II binding data. The peptide sequence is FNILTGKKITAHLKRHHHHHH. The MHC is DRB1_0901 with pseudo-sequence DRB1_0901. The binding affinity (normalized) is 0.587.